From a dataset of Forward reaction prediction with 1.9M reactions from USPTO patents (1976-2016). Predict the product of the given reaction. (1) Given the reactants [CH3:1][C:2]([CH3:29])([CH3:28])[CH2:3][O:4][S:5]([C:8]1[CH:13]=[C:12]([N+:14]([O-])=O)[CH:11]=[CH:10][C:9]=1[CH:17]=[CH:18][C:19]1[CH:24]=[CH:23][C:22]([N+:25]([O-])=O)=[CH:21][CH:20]=1)(=[O:7])=[O:6].O.O.[Sn](Cl)(Cl)(Cl)Cl, predict the reaction product. The product is: [NH2:14][C:12]1[CH:11]=[CH:10][C:9]([CH:17]=[CH:18][C:19]2[CH:20]=[CH:21][C:22]([NH2:25])=[CH:23][CH:24]=2)=[C:8]([S:5]([O:4][CH2:3][C:2]([CH3:29])([CH3:1])[CH3:28])(=[O:7])=[O:6])[CH:13]=1. (2) Given the reactants [CH3:1][C:2]1[CH:7]=[CH:6][CH:5]=[CH:4][C:3]=1[CH2:8][CH2:9][NH:10][C:11](=O)[CH2:12][CH2:13][CH3:14].O=P12OP3(OP(OP(O3)(O1)=O)(=O)O2)=O, predict the reaction product. The product is: [CH3:1][C:2]1[CH:7]=[CH:6][CH:5]=[C:4]2[C:3]=1[CH2:8][CH2:9][N:10]=[C:11]2[CH2:12][CH2:13][CH3:14]. (3) Given the reactants [OH:1][CH2:2][C:3]1[CH:4]=[C:5](B(O)O)[CH:6]=[CH:7][CH:8]=1.[N:12]12[CH2:19][CH2:18][CH:15]([CH2:16][CH2:17]1)[C@@H:14]([NH:20][C:21]([C:23]1[O:24][C:25]3[CH:31]=[C:30](Br)[CH:29]=[CH:28][C:26]=3[CH:27]=1)=[O:22])[CH2:13]2.[OH-].[Na+], predict the reaction product. The product is: [N:12]12[CH2:17][CH2:16][CH:15]([CH2:18][CH2:19]1)[C@@H:14]([NH:20][C:21]([C:23]1[O:24][C:25]3[CH:31]=[C:30]([C:5]4[CH:6]=[CH:7][CH:8]=[C:3]([CH2:2][OH:1])[CH:4]=4)[CH:29]=[CH:28][C:26]=3[CH:27]=1)=[O:22])[CH2:13]2.